This data is from CYP1A2 inhibition data for predicting drug metabolism from PubChem BioAssay. The task is: Regression/Classification. Given a drug SMILES string, predict its absorption, distribution, metabolism, or excretion properties. Task type varies by dataset: regression for continuous measurements (e.g., permeability, clearance, half-life) or binary classification for categorical outcomes (e.g., BBB penetration, CYP inhibition). Dataset: cyp1a2_veith. (1) The compound is COc1cc2cc3c(N)c(C(=O)Nc4sc(C)c(C)c4C#N)sc3nc2cc1OC. The result is 0 (non-inhibitor). (2) The drug is Cc1cnc(CNc2ncncc2-c2ccoc2)cn1. The result is 1 (inhibitor).